This data is from Forward reaction prediction with 1.9M reactions from USPTO patents (1976-2016). The task is: Predict the product of the given reaction. (1) Given the reactants CC1C=CC(S(OCC2CC3C=CC(OC)=CC=3O2)(=O)=O)=CC=1.[N-]=[N+]=[N-].[Na+].N(CC1CC2C=C(Cl)C=C(C3C=CSC=3)C=2O1)=[N+]=[N-].[N:47]([CH2:50][CH:51]1[CH2:55][C:54]2[CH:56]=[CH:57][C:58]([O:60][CH3:61])=[CH:59][C:53]=2[O:52]1)=[N+]=[N-].[N-]=[N+]=[N-], predict the reaction product. The product is: [CH3:61][O:60][C:58]1[CH:57]=[CH:56][C:54]2[CH2:55][CH:51]([CH2:50][NH2:47])[O:52][C:53]=2[CH:59]=1. (2) Given the reactants [Cl:1][C:2]1[CH:7]=[CH:6][C:5]([C:8]([C:16]2[CH:17]=[C:18]3[C:23](=[CH:24][CH:25]=2)[N:22]=[C:21]([O:26]C)[CH:20]=[C:19]3[C:28]2[S:29][C:30]([CH3:33])=[CH:31][CH:32]=2)([C:10]2[N:11]([CH3:15])[CH:12]=[N:13][CH:14]=2)[OH:9])=[CH:4][CH:3]=1.Cl, predict the reaction product. The product is: [Cl:1][C:2]1[CH:3]=[CH:4][C:5]([C:8]([OH:9])([C:10]2[N:11]([CH3:15])[CH:12]=[N:13][CH:14]=2)[C:16]2[CH:17]=[C:18]3[C:23](=[CH:24][CH:25]=2)[NH:22][C:21](=[O:26])[CH:20]=[C:19]3[C:28]2[S:29][C:30]([CH3:33])=[CH:31][CH:32]=2)=[CH:6][CH:7]=1. (3) The product is: [CH:20]1([CH:16]([N:5]2[C:4]3[N:3]=[C:2]([C:27]4[CH:28]=[N:29][NH:30][C:26]=4[C:22]4[S:21][CH:25]=[CH:24][N:23]=4)[N:11]=[CH:10][C:9]=3[N:8]([CH3:12])[C:7](=[O:13])[C@H:6]2[CH2:14][CH3:15])[CH3:17])[CH2:19][CH2:18]1. Given the reactants Cl[C:2]1[N:11]=[CH:10][C:9]2[N:8]([CH3:12])[C:7](=[O:13])[C@@H:6]([CH2:14][CH3:15])[N:5]([CH:16]3[CH2:20][CH2:19][CH2:18][CH2:17]3)[C:4]=2[N:3]=1.[S:21]1[CH:25]=[CH:24][N:23]=[C:22]1[C:26]1[N:30](COCC[Si](C)(C)C)[N:29]=[CH:28][C:27]=1B(O)O, predict the reaction product.